From a dataset of Full USPTO retrosynthesis dataset with 1.9M reactions from patents (1976-2016). Predict the reactants needed to synthesize the given product. (1) The reactants are: I[C:2]1[C:10]2[C:5](=[N:6][CH:7]=[C:8]([C:11]3[CH:16]=[CH:15][C:14]([N:17]4[CH2:22][CH2:21][O:20][CH2:19][CH2:18]4)=[CH:13][CH:12]=3)[CH:9]=2)[N:4]([S:23]([C:26]2[CH:32]=[CH:31][C:29]([CH3:30])=[CH:28][CH:27]=2)(=[O:25])=[O:24])[CH:3]=1.[F:33][C:34]1[CH:35]=[C:36]([CH:54]=[CH:55][CH:56]=1)[CH2:37][N:38]1[C:42]([CH3:43])=[C:41](B2OC(C)(C)C(C)(C)O2)[C:40]([CH3:53])=[N:39]1.C(=O)([O-])[O-].[Na+].[Na+]. Given the product [F:33][C:34]1[CH:35]=[C:36]([CH:54]=[CH:55][CH:56]=1)[CH2:37][N:38]1[C:42]([CH3:43])=[C:41]([C:2]2[C:10]3[C:5](=[N:6][CH:7]=[C:8]([C:11]4[CH:16]=[CH:15][C:14]([N:17]5[CH2:22][CH2:21][O:20][CH2:19][CH2:18]5)=[CH:13][CH:12]=4)[CH:9]=3)[N:4]([S:23]([C:26]3[CH:32]=[CH:31][C:29]([CH3:30])=[CH:28][CH:27]=3)(=[O:25])=[O:24])[CH:3]=2)[C:40]([CH3:53])=[N:39]1, predict the reactants needed to synthesize it. (2) Given the product [Br:18][CH2:1][C:2]1[N:7]=[CH:6][C:5]([C:8]2[CH:17]=[CH:16][CH:15]=[CH:14][C:9]=2[C:10]([O:12][CH3:13])=[O:11])=[CH:4][CH:3]=1, predict the reactants needed to synthesize it. The reactants are: [CH3:1][C:2]1[N:7]=[CH:6][C:5]([C:8]2[CH:17]=[CH:16][CH:15]=[CH:14][C:9]=2[C:10]([O:12][CH3:13])=[O:11])=[CH:4][CH:3]=1.[Br:18]N1C(=O)CCC1=O.N(C(C)(C)C#N)=NC(C)(C)C#N.